This data is from Peptide-MHC class II binding affinity with 134,281 pairs from IEDB. The task is: Regression. Given a peptide amino acid sequence and an MHC pseudo amino acid sequence, predict their binding affinity value. This is MHC class II binding data. (1) The peptide sequence is SIKAVYNFATCGIFA. The MHC is DRB1_1302 with pseudo-sequence DRB1_1302. The binding affinity (normalized) is 0.165. (2) The peptide sequence is INVGFKAAVAAAASV. The MHC is HLA-DPA10103-DPB10201 with pseudo-sequence HLA-DPA10103-DPB10201. The binding affinity (normalized) is 0.150. (3) The peptide sequence is GKSYDALATFTVNIF. The MHC is DRB1_0404 with pseudo-sequence DRB1_0404. The binding affinity (normalized) is 0.491. (4) The MHC is HLA-DQA10601-DQB10402 with pseudo-sequence HLA-DQA10601-DQB10402. The peptide sequence is LRLSSLMPCQAPRKS. The binding affinity (normalized) is 0.447. (5) The peptide sequence is CLNLDVYRILLLMVGI. The MHC is DRB1_0101 with pseudo-sequence DRB1_0101. The binding affinity (normalized) is 0.107. (6) The peptide sequence is AVKPAAEEVKVIPAG. The MHC is DRB5_0101 with pseudo-sequence DRB5_0101. The binding affinity (normalized) is 0.256. (7) The peptide sequence is WGAIWRIDTPEVLKG. The MHC is DRB1_0301 with pseudo-sequence DRB1_0301. The binding affinity (normalized) is 0.704.